Dataset: Peptide-MHC class I binding affinity with 185,985 pairs from IEDB/IMGT. Task: Regression. Given a peptide amino acid sequence and an MHC pseudo amino acid sequence, predict their binding affinity value. This is MHC class I binding data. (1) The peptide sequence is IHESVIGQL. The MHC is HLA-A69:01 with pseudo-sequence HLA-A69:01. The binding affinity (normalized) is 0.0847. (2) The peptide sequence is ALKTELEDTL. The MHC is HLA-A02:06 with pseudo-sequence HLA-A02:06. The binding affinity (normalized) is 0.0953. (3) The peptide sequence is HKIPDPQGM. The MHC is HLA-A29:02 with pseudo-sequence HLA-A29:02. The binding affinity (normalized) is 0.0847. (4) The peptide sequence is IPQSLDSYWTSL. The MHC is Mamu-A02 with pseudo-sequence Mamu-A02. The binding affinity (normalized) is 0. (5) The peptide sequence is SLLFLNDMGK. The MHC is HLA-A11:01 with pseudo-sequence HLA-A11:01. The binding affinity (normalized) is 0.650. (6) The peptide sequence is DAYRRIHSL. The MHC is HLA-B15:01 with pseudo-sequence HLA-B15:01. The binding affinity (normalized) is 0.0847. (7) The peptide sequence is PVNQFTGYLK. The MHC is HLA-A33:01 with pseudo-sequence HLA-A33:01. The binding affinity (normalized) is 0.